This data is from Forward reaction prediction with 1.9M reactions from USPTO patents (1976-2016). The task is: Predict the product of the given reaction. (1) Given the reactants [C:1]([O:5][C:6](=[O:20])[NH:7][C@@H:8]([CH2:11][C:12]1[CH:17]=[CH:16][C:15]([OH:18])=[C:14]([Cl:19])[CH:13]=1)[CH2:9][OH:10])([CH3:4])([CH3:3])[CH3:2].CO[C:23](OC)([CH3:25])[CH3:24].O.C1(C)C=CC(S(O)(=O)=O)=CC=1, predict the reaction product. The product is: [C:1]([O:5][C:6]([N:7]1[C@@H:8]([CH2:11][C:12]2[CH:17]=[CH:16][C:15]([OH:18])=[C:14]([Cl:19])[CH:13]=2)[CH2:9][O:10][C:23]1([CH3:25])[CH3:24])=[O:20])([CH3:4])([CH3:2])[CH3:3]. (2) Given the reactants [OH:1][C:2]1[CH:3]=[C:4]([CH:7]=[CH:8][CH:9]=1)[CH:5]=[O:6].[C:10](OC(=N)C(Cl)(Cl)Cl)([CH3:13])([CH3:12])[CH3:11].B(F)(F)F.CCOCC.C(=O)(O)[O-].[Na+], predict the reaction product. The product is: [C:10]([O:1][C:2]1[CH:3]=[C:4]([CH:7]=[CH:8][CH:9]=1)[CH:5]=[O:6])([CH3:13])([CH3:12])[CH3:11]. (3) Given the reactants [C:1]1([NH2:8])[CH:6]=[CH:5][C:4]([NH2:7])=[CH:3][CH:2]=1.[C:9]1(=[O:15])[O:14][C:12](=[O:13])[CH:11]=[CH:10]1.[OH-].[K+:17], predict the reaction product. The product is: [OH2:13].[NH2:7][C:4]1[CH:5]=[CH:6][C:1]([NH:8][C:9](=[O:15])/[CH:10]=[CH:11]\[C:12]([O-:14])=[O:13])=[CH:2][CH:3]=1.[K+:17].